From a dataset of Forward reaction prediction with 1.9M reactions from USPTO patents (1976-2016). Predict the product of the given reaction. (1) Given the reactants [NH2:1][C:2]1[CH:9]=[C:8]([N+:10]([O-:12])=[O:11])[CH:7]=[CH:6][C:3]=1[CH2:4][NH2:5].CCN(CC)CC.[Cl:20][CH2:21][CH2:22][N:23]([CH2:28][CH2:29][Cl:30])[P:24](Cl)(Cl)=[O:25], predict the reaction product. The product is: [N+:10]([C:8]1[CH:7]=[CH:6][C:3]2[CH2:4][NH:5][P:24](=[O:25])([N:23]([CH2:28][CH2:29][Cl:30])[CH2:22][CH2:21][Cl:20])[NH:1][C:2]=2[CH:9]=1)([O-:12])=[O:11]. (2) Given the reactants [N:1]1[C:2]([CH:10]=O)=[CH:3][N:4]2[CH:9]=[CH:8][CH:7]=[CH:6][C:5]=12.[CH3:12][O:13][C:14]1[CH:15]=[C:16]([CH:18]=[CH:19][CH:20]=1)[NH2:17], predict the reaction product. The product is: [N:1]1[C:2]([CH:10]=[N:17][C:16]2[CH:18]=[CH:19][CH:20]=[C:14]([O:13][CH3:12])[CH:15]=2)=[CH:3][N:4]2[CH:9]=[CH:8][CH:7]=[CH:6][C:5]=12. (3) Given the reactants [Li]CCCC.Br[C:7]1[CH:12]=[CH:11][C:10]([Br:13])=[CH:9][N:8]=1.[CH:14]1([S:17]Cl)[CH2:16][CH2:15]1, predict the reaction product. The product is: [Br:13][C:10]1[CH:11]=[CH:12][C:7]([S:17][CH:14]2[CH2:16][CH2:15]2)=[N:8][CH:9]=1. (4) The product is: [F:36][C:37]1[CH:38]=[CH:39][C:40]([CH2:41][O:42][C:43]([N:19]2[CH2:18][CH2:17][C:16]3[C:21](=[C:12]([C:9]4[CH:10]=[CH:11][C:6]([CH2:5][C:4]([O:3][CH2:1][CH3:2])=[O:26])=[CH:7][C:8]=4[O:23][CH2:24][CH3:25])[CH:13]=[CH:14][C:15]=3[F:22])[CH2:20]2)=[O:44])=[CH:53][CH:54]=1. Given the reactants [CH2:1]([O:3][C:4](=[O:26])[CH2:5][C:6]1[CH:11]=[CH:10][C:9]([C:12]2[CH:13]=[CH:14][C:15]([F:22])=[C:16]3[C:21]=2[CH2:20][NH:19][CH2:18][CH2:17]3)=[C:8]([O:23][CH2:24][CH3:25])[CH:7]=1)[CH3:2].C(N(C(C)C)C(C)C)C.[F:36][C:37]1[CH:54]=[CH:53][C:40]([CH2:41][O:42][C:43](=O)[O:44]N2C(=O)CCC2=O)=[CH:39][CH:38]=1, predict the reaction product. (5) Given the reactants [CH3:1][C:2]1[CH:7]=[CH:6][CH:5]=[CH:4][C:3]=1[CH:8]1O[C:9]1([C:14]1[CH:19]=[CH:18][N:17]=[CH:16][CH:15]=1)[C:10](=O)[CH3:11].O.[NH2:21][NH2:22], predict the reaction product. The product is: [CH3:11][C:10]1[NH:22][N:21]=[C:8]([C:3]2[CH:4]=[CH:5][CH:6]=[CH:7][C:2]=2[CH3:1])[C:9]=1[C:14]1[CH:19]=[CH:18][N:17]=[CH:16][CH:15]=1. (6) Given the reactants [CH3:1][O:2][C:3]1[CH:4]=[C:5]2[C:10](=[CH:11][C:12]=1[O:13][CH3:14])[N:9]=[CH:8][N:7]=[C:6]2[O:15][C:16]1[CH:17]=[C:18]([CH:20]=[CH:21][CH:22]=1)[NH2:19].[OH:23][CH2:24][C:25]([C:28]1[O:32][N:31]=[C:30]([NH:33][C:34](=O)[O:35]C2C=CC=CC=2)[CH:29]=1)([CH3:27])[CH3:26].COC1C=C2C(=CC=1OC)N=CN=C2OC1C=C(NC(NC2ON=C(C(C)C)C=2)=O)C=CC=1, predict the reaction product. The product is: [CH3:1][O:2][C:3]1[CH:4]=[C:5]2[C:10](=[CH:11][C:12]=1[O:13][CH3:14])[N:9]=[CH:8][N:7]=[C:6]2[O:15][C:16]1[CH:17]=[C:18]([NH:19][C:34]([NH:33][C:30]2[CH:29]=[C:28]([C:25]([CH3:27])([CH3:26])[CH2:24][OH:23])[O:32][N:31]=2)=[O:35])[CH:20]=[CH:21][CH:22]=1. (7) Given the reactants [Cl:1][C:2]1[CH:3]=[CH:4][C:5]2[C:11](=[O:12])[NH:10][C:9]3[CH:13]=[C:14]([CH2:17][CH2:18][OH:19])[CH:15]=[CH:16][C:8]=3[NH:7][C:6]=2[CH:20]=1.[NH:21]1[CH:26]=[CH:25][CH:24]=[CH:23][C:22]1=O.C1C=CC(P(C2C=CC=CC=2)C2C=CC=CC=2)=CC=1.N(C(OC(C)(C)C)=O)=NC(OC(C)(C)C)=O, predict the reaction product. The product is: [Cl:1][C:2]1[CH:3]=[CH:4][C:5]2[C:11](=[O:12])[NH:10][C:9]3[CH:13]=[C:14]([CH2:17][CH2:18][O:19][C:22]4[CH:23]=[CH:24][CH:25]=[CH:26][N:21]=4)[CH:15]=[CH:16][C:8]=3[NH:7][C:6]=2[CH:20]=1.